From a dataset of Forward reaction prediction with 1.9M reactions from USPTO patents (1976-2016). Predict the product of the given reaction. (1) Given the reactants [F:1][C:2]1[CH:10]=[CH:9][C:8]([N+:11]([O-:13])=[O:12])=[CH:7][C:3]=1[C:4]([OH:6])=O.[F:14][C:15]1[CH:16]=[C:17]([NH3+:21])[CH:18]=[CH:19][CH:20]=1, predict the reaction product. The product is: [F:1][C:2]1[CH:10]=[CH:9][C:8]([N+:11]([O-:13])=[O:12])=[CH:7][C:3]=1[C:4]([NH:21][C:17]1[CH:18]=[CH:19][CH:20]=[C:15]([F:14])[CH:16]=1)=[O:6]. (2) Given the reactants FC(F)(F)C(O)=O.[Cl:8][C:9]1[CH:14]=[CH:13][C:12]([C:15]2[CH:16]=[C:17]([C:27]([NH:29][N:30]3[CH2:35][CH2:34][NH:33][CH2:32][CH2:31]3)=[O:28])[CH:18]=[N:19][C:20]=2[O:21][CH2:22][C:23]([F:26])([F:25])[F:24])=[CH:11][CH:10]=1.C(N(CC)C(C)C)(C)C.[CH3:45][S:46](Cl)(=[O:48])=[O:47], predict the reaction product. The product is: [Cl:8][C:9]1[CH:14]=[CH:13][C:12]([C:15]2[CH:16]=[C:17]([C:27]([NH:29][N:30]3[CH2:31][CH2:32][N:33]([S:46]([CH3:45])(=[O:48])=[O:47])[CH2:34][CH2:35]3)=[O:28])[CH:18]=[N:19][C:20]=2[O:21][CH2:22][C:23]([F:24])([F:26])[F:25])=[CH:11][CH:10]=1. (3) Given the reactants [F:1][C:2]1[C:3]([OH:13])=[C:4]([I:12])[C:5]2[O:9][CH2:8][C:7](=[O:10])[C:6]=2[CH:11]=1.[C:14](=O)([O-])[O-].[K+].[K+].S(OC)(OC)(=O)=O.O, predict the reaction product. The product is: [F:1][C:2]1[C:3]([O:13][CH3:14])=[C:4]([I:12])[C:5]2[O:9][CH2:8][C:7](=[O:10])[C:6]=2[CH:11]=1. (4) Given the reactants FC(F)(F)S(O[C:7]1[C:8]([Br:18])=[C:9]2[C:14](=[CH:15][C:16]=1[CH3:17])[N:13]=[CH:12][CH:11]=[CH:10]2)(=O)=O.[CH2:21]([Sn](CCCC)(CCCC)C=C)[CH2:22]CC.[Cl-].[Li+], predict the reaction product. The product is: [Br:18][C:8]1[C:7]([CH:21]=[CH2:22])=[C:16]([CH3:17])[CH:15]=[C:14]2[C:9]=1[CH:10]=[CH:11][CH:12]=[N:13]2. (5) The product is: [CH3:29][N:17]1[C:18](=[O:28])[CH:19]=[C:20]([C:22]2[CH:27]=[CH:26][N:25]=[CH:24][N:23]=2)[N:21]=[C:16]1[O:15][C@H:12]1[CH2:13][CH2:14][C@H:9]([C:6]2[CH:7]=[CH:8][C:3]([CH2:2][N:46]3[CH2:47][CH2:48][N:43]([CH3:42])[CH2:44][CH2:45]3)=[CH:4][CH:5]=2)[CH2:10][CH2:11]1. Given the reactants O[CH2:2][C:3]1[CH:8]=[CH:7][C:6]([C@H:9]2[CH2:14][CH2:13][C@H:12]([O:15][C:16]3[N:17]([CH3:29])[C:18](=[O:28])[CH:19]=[C:20]([C:22]4[CH:27]=[CH:26][N:25]=[CH:24][N:23]=4)[N:21]=3)[CH2:11][CH2:10]2)=[CH:5][CH:4]=1.C(N(CC)CC)C.CS(Cl)(=O)=O.[CH3:42][N:43]1[CH2:48][CH2:47][NH:46][CH2:45][CH2:44]1.C(=O)([O-])[O-].[K+].[K+], predict the reaction product. (6) Given the reactants [CH3:1][CH2:2][CH:3]([OH:6])[CH2:4][CH3:5].O[C:8]1[CH:13]=[CH:12][C:11]([C:14]#[C:15][C:16]2[CH:21]=[CH:20][C:19]([CH2:22][CH:23]([NH:25][C:26](=[O:28])[CH3:27])[CH3:24])=[CH:18][CH:17]=2)=[CH:10][CH:9]=1.C1(P(C2C=CC=CC=2)C2C=CC=CC=2)C=CC=CC=1.C1C=CC(COC(/N=N/C(OCC2C=CC=CC=2)=O)=O)=CC=1, predict the reaction product. The product is: [CH3:1][CH2:2][CH:3]([O:6][C:8]1[CH:9]=[CH:10][C:11]([C:14]#[C:15][C:16]2[CH:17]=[CH:18][C:19]([CH2:22][CH:23]([NH:25][C:26](=[O:28])[CH3:27])[CH3:24])=[CH:20][CH:21]=2)=[CH:12][CH:13]=1)[CH2:4][CH3:5]. (7) Given the reactants C[O:2][C:3](=[O:39])[C:4]1[CH:9]=[CH:8][C:7]([O:10][C:11]2[CH:16]=[CH:15][C:14]([CH:17]([CH3:36])[C:18]([C:24]3[CH:35]=[CH:34][C:27]4[N:28]([CH3:33])[C:29](=[O:32])[N:30]([CH3:31])[C:26]=4[CH:25]=3)([OH:23])[C:19]([F:22])([F:21])[F:20])=[C:13]([Cl:37])[CH:12]=2)=[CH:6][C:5]=1[F:38].[Li+].[OH-].CO, predict the reaction product. The product is: [Cl:37][C:13]1[CH:12]=[C:11]([CH:16]=[CH:15][C:14]=1[CH:17]([CH3:36])[C:18]([C:24]1[CH:35]=[CH:34][C:27]2[N:28]([CH3:33])[C:29](=[O:32])[N:30]([CH3:31])[C:26]=2[CH:25]=1)([OH:23])[C:19]([F:21])([F:22])[F:20])[O:10][C:7]1[CH:8]=[CH:9][C:4]([C:3]([OH:39])=[O:2])=[C:5]([F:38])[CH:6]=1.